Task: Predict the product of the given reaction.. Dataset: Forward reaction prediction with 1.9M reactions from USPTO patents (1976-2016) (1) Given the reactants C([O:5][C:6]([C:8]1[C:9]([CH3:18])=[C:10]2[C:14](=[CH:15][CH:16]=1)[C:13](=[O:17])[O:12][CH2:11]2)=[CH2:7])CCC.C1C(=O)N([Br:26])C(=O)C1.Br, predict the reaction product. The product is: [Br:26][CH2:5][C:6]([C:8]1[C:9]([CH3:18])=[C:10]2[C:14](=[CH:15][CH:16]=1)[C:13](=[O:17])[O:12][CH2:11]2)=[O:7]. (2) Given the reactants Cl.[NH2:2][CH2:3][C:4]([C:6]1[C:15]([O:16][CH3:17])=[CH:14][C:9]([C:10]([O:12][CH3:13])=[O:11])=[CH:8][C:7]=1[O:18][CH3:19])=[O:5].[C:20](OCC)(OCC)(OCC)[CH3:21], predict the reaction product. The product is: [CH3:20][C:21]1[O:5][C:4]([C:6]2[C:7]([O:18][CH3:19])=[CH:8][C:9]([C:10]([O:12][CH3:13])=[O:11])=[CH:14][C:15]=2[O:16][CH3:17])=[CH:3][N:2]=1. (3) The product is: [F:22][C:16]1[C:17]([F:21])=[CH:18][CH:19]=[CH:20][C:15]=1[C@H:12]1[CH2:13][N:14]([CH2:34][C:35]([OH:37])([CH3:38])[CH3:36])[C:23](=[O:25])[C@H:9]([N:8]([C:26]([O:28][C:29]([CH3:30])([CH3:32])[CH3:31])=[O:27])[C:6]([O:5][C:1]([CH3:4])([CH3:3])[CH3:2])=[O:7])[CH2:10][CH2:11]1. Given the reactants [C:1]([O:5][C:6]([N:8]([C:26]([O:28][C:29]([CH3:32])([CH3:31])[CH3:30])=[O:27])[C@@H:9]([C:23]([OH:25])=O)[CH2:10][CH2:11][C@@H:12]([C:15]1[CH:20]=[CH:19][CH:18]=[C:17]([F:21])[C:16]=1[F:22])[CH2:13][NH2:14])=[O:7])([CH3:4])([CH3:3])[CH3:2].Cl[CH2:34][C:35]([CH3:38])([OH:37])[CH3:36].C(N(C(C)C)CC)(C)C.C(Cl)CCl.C1C=NC2N(O)N=NC=2C=1.C([O-])(O)=O.[Na+], predict the reaction product. (4) Given the reactants ClC(O[C:5]1[C:13]2[NH:12][C:11]([OH:14])=[N:10][C:9]=2[CH:8]=[CH:7][CH:6]=1)=O.[S:15]([NH2:25])(=[O:24])([C:17]1[CH:22]=[CH:21][C:20]([NH2:23])=[CH:19][CH:18]=1)=[O:16].C1C[O:29][CH2:28]C1, predict the reaction product. The product is: [S:15]([C:17]1[CH:18]=[CH:19][C:20]([NH:23][C:28]([N:10]2[C:9]3[CH:8]=[CH:7][CH:6]=[CH:5][C:13]=3[NH:12][C:11]2=[O:14])=[O:29])=[CH:21][CH:22]=1)(=[O:24])(=[O:16])[NH2:25]. (5) The product is: [CH:37]1([N:22]2[C:21]([C:20]3[N:16]([CH3:15])[CH:17]=[N:18][C:19]=3[C:31]3[CH:32]=[CH:33][CH:34]=[CH:35][CH:36]=3)=[N:29][C:28]3[C:23]2=[N:24][CH:25]=[N:26][C:27]=3[NH2:30])[CH2:42][CH2:41][CH2:40][CH2:39][CH2:38]1. Given the reactants N(C(OC(C)C)=O)=NC(OC(C)C)=O.[CH3:15][N:16]1[C:20]([C:21]2[NH:22][C:23]3[C:28]([N:29]=2)=[C:27]([NH2:30])[N:26]=[CH:25][N:24]=3)=[C:19]([C:31]2[CH:36]=[CH:35][CH:34]=[CH:33][CH:32]=2)[N:18]=[CH:17]1.[CH:37]1(O)[CH2:42][CH2:41][CH2:40][CH2:39][CH2:38]1.C1(P(C2C=CC=CC=2)C2C=CC=CC=2)C=CC=CC=1, predict the reaction product.